From a dataset of Catalyst prediction with 721,799 reactions and 888 catalyst types from USPTO. Predict which catalyst facilitates the given reaction. (1) Reactant: CO[C:3]1[CH2:7][CH2:6][C:5](=[O:8])[CH:4]=1.[CH2:9]([Mg]Cl)[CH2:10][C:11]1[CH:16]=[CH:15][CH:14]=[CH:13][CH:12]=1. Product: [CH2:9]([C:3]1[CH2:7][CH2:6][C:5](=[O:8])[CH:4]=1)[CH2:10][C:11]1[CH:16]=[CH:15][CH:14]=[CH:13][CH:12]=1. The catalyst class is: 13. (2) Reactant: [CH3:1][C:2]1[C:10]2[NH:9][CH:8]=[N:7][C:6]=2[C:5]([CH3:11])=[CH:4][C:3]=1[N+:12]([O-])=O.C([O-])=O.[NH4+]. Product: [NH2:12][C:3]1[CH:4]=[C:5]([CH3:11])[C:6]2[N:7]=[CH:8][NH:9][C:10]=2[C:2]=1[CH3:1]. The catalyst class is: 19. (3) Reactant: [CH3:1][C@@:2]12[C:10](=[O:11])[CH2:9][CH2:8][C@H:7]1[C@@H:6]1[CH2:12][CH:13]=[C:14]3[CH2:19][C@@H:18]([OH:20])[CH2:17][CH2:16][C@:15]3([CH3:21])[C@H:5]1[CH2:4][CH2:3]2.[C:22]([O:25][CH:26]1[CH:31]([N:32]([CH3:34])[CH3:33])[CH2:30][CH:29]([CH3:35])[O:28][CH:27]1F)(=[O:24])[CH3:23].B(F)(F)F.CCOCC.CO. Product: [C:22]([O:25][C@@H:26]1[C@@H:31]([N:32]([CH3:33])[CH3:34])[CH2:30][C@@H:29]([CH3:35])[O:28][C@H:27]1[O:20][C@@H:18]1[CH2:19][C:14]2[C@@:15]([CH3:21])([C@@H:5]3[C@@H:6]([CH2:12][CH:13]=2)[C@H:7]2[C@@:2]([CH3:1])([C:10](=[O:11])[CH2:9][CH2:8]2)[CH2:3][CH2:4]3)[CH2:16][CH2:17]1)(=[O:24])[CH3:23]. The catalyst class is: 13.